Task: Predict the reaction yield, written as a fraction of the theoretical maximum amount of product (1.0 means a 100% yield; for example, 0.34 means a 34% yield).. Dataset: Reaction yield outcomes from USPTO patents with 853,638 reactions (1) The reactants are [Mg].Br[CH:3]([CH2:6][CH3:7])[CH2:4][CH3:5].BrCCCCC.[CH3:14][C:15]([CH3:27])([CH3:26])[C:16]([NH:18][C:19]1[N:20]=[N:21][C:22]([CH3:25])=[CH:23][CH:24]=1)=[O:17].C(C(C(C([O-])=O)O)O)([O-])=O.[Na+].[Na+].II. The catalyst is C(OCC)C.C1COCC1.C(OCC)(=O)C. The product is [CH2:4]([CH:3]([C:24]1[CH:23]=[C:22]([CH3:25])[N:21]=[N:20][C:19]=1[NH:18][C:16](=[O:17])[C:15]([CH3:26])([CH3:14])[CH3:27])[CH2:6][CH3:7])[CH3:5]. The yield is 0.410. (2) The reactants are Cl[C:2]1[CH:3]=[CH:4][C:5]2[N:6]([CH:8]=[CH:9][N:10]=2)[N:7]=1.[B:11]1([B:11]2[O:15][C:14]([CH3:17])([CH3:16])[C:13]([CH3:19])([CH3:18])[O:12]2)[O:15][C:14]([CH3:17])([CH3:16])[C:13]([CH3:19])([CH3:18])[O:12]1.CC([O-])=O.[K+]. The catalyst is O1CCOCC1.CCOC(C)=O.C1C=CC(P(C2C=CC=CC=2)[C-]2C=CC=C2)=CC=1.C1C=CC(P(C2C=CC=CC=2)[C-]2C=CC=C2)=CC=1.[Fe+2]. The product is [CH3:18][C:13]1([CH3:19])[C:14]([CH3:17])([CH3:16])[O:15][B:11]([C:2]2[CH:3]=[CH:4][C:5]3[N:6]([CH:8]=[CH:9][N:10]=3)[N:7]=2)[O:12]1. The yield is 0.900. (3) The reactants are [Br:1][C:2]1[C:3]([C:7]2[C:8]([F:32])=[C:9]([N:14]([CH2:26][O:27][CH2:28][CH2:29][O:30][CH3:31])[S:15]([C:18]3[CH:23]=[C:22]([F:24])[CH:21]=[CH:20][C:19]=3[F:25])(=[O:17])=[O:16])[CH:10]=[CH:11][C:12]=2[F:13])=[N:4][NH:5][CH:6]=1.[OH-].[Na+].[CH2:35](I)[CH3:36]. The catalyst is C(Cl)Cl.CCCC[N+](CCCC)(CCCC)CCCC.[Br-]. The product is [Br:1][C:2]1[C:3]([C:7]2[C:8]([F:32])=[C:9]([N:14]([CH2:26][O:27][CH2:28][CH2:29][O:30][CH3:31])[S:15]([C:18]3[CH:23]=[C:22]([F:24])[CH:21]=[CH:20][C:19]=3[F:25])(=[O:17])=[O:16])[CH:10]=[CH:11][C:12]=2[F:13])=[N:4][N:5]([CH2:35][CH3:36])[CH:6]=1.[Br:1][C:2]1[CH:6]=[N:5][N:4]([CH2:35][CH3:36])[C:3]=1[C:7]1[C:8]([F:32])=[C:9]([N:14]([CH2:26][O:27][CH2:28][CH2:29][O:30][CH3:31])[S:15]([C:18]2[CH:23]=[C:22]([F:24])[CH:21]=[CH:20][C:19]=2[F:25])(=[O:17])=[O:16])[CH:10]=[CH:11][C:12]=1[F:13]. The yield is 0.500. (4) The reactants are Br[C:2]1[CH:7]=[CH:6][CH:5]=[C:4]([CH2:8][F:9])[N:3]=1.[CH2:10]([C:14]1[CH:23]=[N:22][C:21]2[C:16](=[CH:17][CH:18]=[CH:19][CH:20]=2)[N:15]=1)[CH2:11][C:12]#[CH:13]. No catalyst specified. The product is [F:9][CH2:8][C:4]1[N:3]=[C:2]([C:13]#[C:12][CH2:11][CH2:10][C:14]2[CH:23]=[N:22][C:21]3[C:16](=[CH:17][CH:18]=[CH:19][CH:20]=3)[N:15]=2)[CH:7]=[CH:6][CH:5]=1. The yield is 0.720.